Regression. Given a peptide amino acid sequence and an MHC pseudo amino acid sequence, predict their binding affinity value. This is MHC class I binding data. From a dataset of Peptide-MHC class I binding affinity with 185,985 pairs from IEDB/IMGT. (1) The peptide sequence is HEKGINPNY. The MHC is Mamu-A11 with pseudo-sequence Mamu-A11. The binding affinity (normalized) is 0.167. (2) The peptide sequence is SILSPFLPL. The MHC is HLA-A02:01 with pseudo-sequence HLA-A02:01. The binding affinity (normalized) is 0.420. (3) The peptide sequence is TVAAMGVPPL. The MHC is HLA-A26:01 with pseudo-sequence HLA-A26:01. The binding affinity (normalized) is 0.130. (4) The peptide sequence is KELENEYYF. The MHC is HLA-A02:06 with pseudo-sequence HLA-A02:06. The binding affinity (normalized) is 0.545. (5) The peptide sequence is YQSMIRPPY. The MHC is HLA-B18:01 with pseudo-sequence HLA-B18:01. The binding affinity (normalized) is 0.555. (6) The peptide sequence is TVHKLTQDEK. The MHC is HLA-A03:01 with pseudo-sequence HLA-A03:01. The binding affinity (normalized) is 0.130. (7) The binding affinity (normalized) is 0.199. The peptide sequence is GVVRVWDVK. The MHC is HLA-A03:01 with pseudo-sequence HLA-A03:01.